This data is from Catalyst prediction with 721,799 reactions and 888 catalyst types from USPTO. The task is: Predict which catalyst facilitates the given reaction. (1) The catalyst class is: 3. Reactant: O[C:2]1([CH:8]([C:11]2[CH:12]=[N:13][C:14]([C:17]([F:20])([F:19])[F:18])=[CH:15][CH:16]=2)[C:9]#[N:10])[CH2:7][CH2:6][O:5][CH2:4][CH2:3]1.S(Cl)(Cl)=O. Product: [O:5]1[CH2:4][CH2:3][C:2](=[C:8]([C:11]2[CH:12]=[N:13][C:14]([C:17]([F:20])([F:18])[F:19])=[CH:15][CH:16]=2)[C:9]#[N:10])[CH2:7][CH2:6]1. (2) Reactant: [N+:1]([C:4]1[CH:22]=[CH:21][C:7]2[N:8]([C:13](=O)[CH2:14][N:15]3[CH2:19][CH2:18][CH2:17][CH2:16]3)[CH2:9][CH2:10][CH2:11][O:12][C:6]=2[CH:5]=1)([O-:3])=[O:2]. Product: [N+:1]([C:4]1[CH:22]=[CH:21][C:7]2[N:8]([CH2:13][CH2:14][N:15]3[CH2:19][CH2:18][CH2:17][CH2:16]3)[CH2:9][CH2:10][CH2:11][O:12][C:6]=2[CH:5]=1)([O-:3])=[O:2]. The catalyst class is: 7.